From a dataset of Catalyst prediction with 721,799 reactions and 888 catalyst types from USPTO. Predict which catalyst facilitates the given reaction. (1) Reactant: [CH3:1][O:2][C:3]1[CH2:7][CH2:6][C:5](=[O:8])[C:4]=1[C:9]1[C:14]([CH3:15])=[CH:13][C:12]([CH3:16])=[CH:11][C:10]=1[CH3:17].C([N-]C(C)C)(C)C.[Li+].Cl[CH2:27][C:28]1[CH:32]=[C:31]([CH3:33])[O:30][N:29]=1. Product: [CH3:1][O:2][C:3]1[CH2:7][CH:6]([CH2:27][C:28]2[CH:32]=[C:31]([CH3:33])[O:30][N:29]=2)[C:5](=[O:8])[C:4]=1[C:9]1[C:14]([CH3:15])=[CH:13][C:12]([CH3:16])=[CH:11][C:10]=1[CH3:17]. The catalyst class is: 1. (2) Reactant: [NH2:1][C:2]1[CH:3]=[C:4]2[C:9](=[C:10]([Cl:12])[CH:11]=1)[N:8]=[CH:7][C:6]([C:13]#[N:14])=[C:5]2[NH:15][C:16]1[CH:21]=[CH:20][C:19]([F:22])=[C:18]([Cl:23])[CH:17]=1.[N:24]1[C:33]2[C:28](=[CH:29][CH:30]=[CH:31][CH:32]=2)[C:27]([CH:34]=O)=[CH:26][CH:25]=1.[BH3-]C#N.[Na+]. Product: [Cl:12][C:10]1[CH:11]=[C:2]([NH:1][CH2:34][C:27]2[C:28]3[C:33](=[CH:32][CH:31]=[CH:30][CH:29]=3)[N:24]=[CH:25][CH:26]=2)[CH:3]=[C:4]2[C:9]=1[N:8]=[CH:7][C:6]([C:13]#[N:14])=[C:5]2[NH:15][C:16]1[CH:21]=[CH:20][C:19]([F:22])=[C:18]([Cl:23])[CH:17]=1. The catalyst class is: 14. (3) Reactant: [CH3:1][O:2][C:3]([C@@H:5]1[CH2:10][CH2:9][CH2:8][N:7]([C:11]([O:13][C:14]([CH3:17])([CH3:16])[CH3:15])=[O:12])[N:6]1[C:18]([O:20][C:21]([CH3:24])([CH3:23])[CH3:22])=[O:19])=[O:4].[CH3:25][Si]([N-][Si](C)(C)C)(C)C.[Li+].IC. Product: [CH3:1][O:2][C:3]([C:5]1([CH3:25])[CH2:10][CH2:9][CH2:8][N:7]([C:11]([O:13][C:14]([CH3:17])([CH3:15])[CH3:16])=[O:12])[N:6]1[C:18]([O:20][C:21]([CH3:24])([CH3:23])[CH3:22])=[O:19])=[O:4]. The catalyst class is: 7. (4) Reactant: [ClH:1].[CH3:2][C:3]1[CH:8]=[C:7]([S:9]([N:12]2[CH2:16][CH2:15][CH2:14][CH2:13]2)(=[O:11])=[O:10])[CH:6]=[CH:5][C:4]=1[C:17]1[CH:22]=[CH:21][C:20]([CH2:23][C@H:24]([NH:38][C:39]([C@H:41]2[CH2:46][CH2:45][C@H:44]([CH2:47][NH:48]C(=O)OC(C)(C)C)[CH2:43][CH2:42]2)=[O:40])[C:25](=[O:37])[NH:26][C:27]2[CH:35]=[C:34]3[C:30]([C:31](=[O:36])[NH:32][NH:33]3)=[CH:29][CH:28]=2)=[CH:19][CH:18]=1. Product: [ClH:1].[NH2:48][CH2:47][C@H:44]1[CH2:43][CH2:42][C@H:41]([C:39]([NH:38][C@@H:24]([CH2:23][C:20]2[CH:21]=[CH:22][C:17]([C:4]3[CH:5]=[CH:6][C:7]([S:9]([N:12]4[CH2:16][CH2:15][CH2:14][CH2:13]4)(=[O:10])=[O:11])=[CH:8][C:3]=3[CH3:2])=[CH:18][CH:19]=2)[C:25](=[O:37])[NH:26][C:27]2[CH:35]=[C:34]3[C:30]([C:31](=[O:36])[NH:32][NH:33]3)=[CH:29][CH:28]=2)=[O:40])[CH2:46][CH2:45]1. The catalyst class is: 346. (5) Reactant: [NH2:1][C:2](=[O:32])[CH2:3][CH2:4][C:5]([N:7]([CH2:11][C@@H:12]1[CH2:17][N:16]([CH2:18][C:19]2[CH:24]=[CH:23][CH:22]=[CH:21][CH:20]=2)[CH2:15][CH2:14][N:13]1C(OC(C)(C)C)=O)[CH:8]([CH3:10])[CH3:9])=[O:6].C(O)(C(F)(F)F)=O.C(=O)(O)[O-].[Na+].[OH-].[Na+].[Cl-].[Na+]. Product: [CH2:18]([N:16]1[CH2:15][CH2:14][NH:13][C@H:12]([CH2:11][N:7]([CH:8]([CH3:10])[CH3:9])[C:5](=[O:6])[CH2:4][CH2:3][C:2]([NH2:1])=[O:32])[CH2:17]1)[C:19]1[CH:24]=[CH:23][CH:22]=[CH:21][CH:20]=1. The catalyst class is: 4. (6) Reactant: [Cl:1][C:2]1[CH:3]=[C:4]([O:9][CH3:10])[C:5]([NH2:8])=[N:6][CH:7]=1.[Cl:11][C:12]1[CH:13]=[C:14]([S:19](Cl)(=[O:21])=[O:20])[CH:15]=[N:16][C:17]=1[Cl:18].O. Product: [Cl:11][C:12]1[CH:13]=[C:14]([S:19]([NH:8][C:5]2[C:4]([O:9][CH3:10])=[CH:3][C:2]([Cl:1])=[CH:7][N:6]=2)(=[O:21])=[O:20])[CH:15]=[N:16][C:17]=1[Cl:18]. The catalyst class is: 17.